From a dataset of Forward reaction prediction with 1.9M reactions from USPTO patents (1976-2016). Predict the product of the given reaction. (1) Given the reactants [CH3:1][O:2][C@H:3]1[CH2:8][NH:7][CH2:6][C@@H:5]([CH2:9][N:10]2[C:18](=[O:19])[C:17]3[C:12](=[CH:13][CH:14]=[CH:15][CH:16]=3)[C:11]2=[O:20])[CH2:4]1.[CH3:21][O:22][C:23]1[CH:24]=[CH:25][C:26]2[N:31]=[CH:30][C:29](=[O:32])[N:28]([CH2:33][CH:34]=O)[C:27]=2[N:36]=1.[BH-](OC(C)=O)(OC(C)=O)OC(C)=O.[Na+], predict the reaction product. The product is: [CH3:1][O:2][CH:3]1[CH2:8][N:7]([CH2:34][CH2:33][N:28]2[C:29](=[O:32])[CH:30]=[N:31][C:26]3[CH:25]=[CH:24][C:23]([O:22][CH3:21])=[N:36][C:27]2=3)[CH2:6][CH:5]([CH2:9][N:10]2[C:18](=[O:19])[C:17]3[C:12](=[CH:13][CH:14]=[CH:15][CH:16]=3)[C:11]2=[O:20])[CH2:4]1. (2) Given the reactants [NH2:1][C:2]1[N:7]([CH2:8][C:9]([CH3:11])=[CH2:10])[C:6](=[O:12])[N:5]([CH3:13])[C:4](=[O:14])[CH:3]=1.Cl.[N:16]([O-])=[O:17].[Na+], predict the reaction product. The product is: [NH2:1][C:2]1[N:7]([CH2:8][C:9]([CH3:11])=[CH2:10])[C:6](=[O:12])[N:5]([CH3:13])[C:4](=[O:14])[C:3]=1[N:16]=[O:17]. (3) Given the reactants [OH:1][C:2]1[C:7](=[O:8])[CH:6]=[CH:5][O:4][C:3]=1[CH3:9].[OH-].[Na+].[CH2:12](I)[CH3:13], predict the reaction product. The product is: [CH2:12]([O:1][C:2]1[C:7](=[O:8])[CH:6]=[CH:5][O:4][C:3]=1[CH3:9])[CH3:13]. (4) The product is: [CH3:16][O:15][C:12]1[CH:13]=[CH:14][C:9]([CH2:8][N:7]2[C:3]([CH:2]=[O:42])=[N:4][C:5]([N:17]3[CH2:21][CH2:20][CH2:19][CH2:18]3)=[N:6]2)=[CH:10][CH:11]=1. Given the reactants Cl[CH:2](Cl)[C:3]1[N:7]([CH2:8][C:9]2[CH:14]=[CH:13][C:12]([O:15][CH3:16])=[CH:11][CH:10]=2)[N:6]=[C:5]([N:17]2[CH2:21][CH2:20][CH2:19][CH2:18]2)[N:4]=1.ClC(Cl)C1N=C(N2CCCC2)N(CC2C=CC([O:42]C)=CC=2)N=1.C([O-])(=O)C.[Na+], predict the reaction product. (5) The product is: [CH2:23]([C:13]1([C:12]2[N:8]=[CH:9][NH:10][CH:11]=2)[CH2:21][C:20]2[C:15](=[CH:16][CH:17]=[C:18]([F:22])[CH:19]=2)[CH2:14]1)[CH3:24]. Given the reactants C([N:8]1[C:12]([C:13]2([CH2:23][CH3:24])[CH2:21][C:20]3[C:15](=[CH:16][CH:17]=[C:18]([F:22])[CH:19]=3)[CH2:14]2)=[CH:11][N:10]=[CH:9]1)C1C=CC=CC=1, predict the reaction product. (6) Given the reactants [F:1][C:2]([F:31])([F:30])[C:3]1[CH:4]=[C:5]([CH:27]=[CH:28][CH:29]=1)[C:6]([NH:8][C:9]1[CH:14]=[CH:13][C:12]([C:15]2[CH:23]=[C:22]3[C:18]([C:19]([C:24]([OH:26])=O)=[N:20][NH:21]3)=[CH:17][CH:16]=2)=[CH:11][CH:10]=1)=[O:7].[O:32]1[CH2:37][CH2:36][N:35]([CH2:38][CH2:39][NH2:40])[CH2:34][CH2:33]1.C1C=CC2N(O)N=NC=2C=1.C(N(CC)CC)C.CCN=C=NCCCN(C)C.C(=O)(O)[O-].[Na+], predict the reaction product. The product is: [O:32]1[CH2:37][CH2:36][N:35]([CH2:38][CH2:39][NH:40][C:24]([C:19]2[C:18]3[C:22](=[CH:23][C:15]([C:12]4[CH:11]=[CH:10][C:9]([NH:8][C:6](=[O:7])[C:5]5[CH:27]=[CH:28][CH:29]=[C:3]([C:2]([F:30])([F:1])[F:31])[CH:4]=5)=[CH:14][CH:13]=4)=[CH:16][CH:17]=3)[NH:21][N:20]=2)=[O:26])[CH2:34][CH2:33]1.